Dataset: Reaction yield outcomes from USPTO patents with 853,638 reactions. Task: Predict the reaction yield, written as a fraction of the theoretical maximum amount of product (1.0 means a 100% yield; for example, 0.34 means a 34% yield). (1) The reactants are [OH:1][C:2]1[CH:3]=[C:4]([CH:7]=[CH:8][C:9]=1[I:10])[CH:5]=[O:6].[OH-].[K+].Cl.Cl[CH2:15][C:16]1[NH:17][CH:18]=[CH:19][N:20]=1. The catalyst is CS(C)=O.C(Cl)Cl.O. The product is [NH:17]1[CH:18]=[CH:19][N:20]=[C:16]1[CH2:15][O:1][C:2]1[CH:3]=[C:4]([CH:7]=[CH:8][C:9]=1[I:10])[CH:5]=[O:6]. The yield is 0.368. (2) The reactants are [Br:1][C:2]1[CH:3]=[C:4]([F:17])[CH:5]=[C:6]2[C:11]=1[N:10]=[C:9]([C:12](OCC)=[O:13])[CH:8]=[CH:7]2.CC(C[AlH]CC(C)C)C. The catalyst is C(Cl)Cl. The product is [Br:1][C:2]1[CH:3]=[C:4]([F:17])[CH:5]=[C:6]2[C:11]=1[N:10]=[C:9]([CH2:12][OH:13])[CH:8]=[CH:7]2. The yield is 0.420. (3) The reactants are [CH3:1][O:2][C:3]1[CH:21]=[CH:20][C:6]([CH2:7][N:8]2[C:12]3[CH:13]=[N:14][C:15]([C:17](=O)[CH3:18])=[CH:16][C:11]=3[N:10]=[CH:9]2)=[CH:5][CH:4]=1.CC([O-])=O.[Na+].Cl.[NH2:28][OH:29]. The catalyst is CO. The product is [CH3:1][O:2][C:3]1[CH:21]=[CH:20][C:6]([CH2:7][N:8]2[C:12]3[CH:13]=[N:14][C:15]([C:17](=[N:28][OH:29])[CH3:18])=[CH:16][C:11]=3[N:10]=[CH:9]2)=[CH:5][CH:4]=1. The yield is 0.610.